From a dataset of Reaction yield outcomes from USPTO patents with 853,638 reactions. Predict the reaction yield, written as a fraction of the theoretical maximum amount of product (1.0 means a 100% yield; for example, 0.34 means a 34% yield). (1) The reactants are [CH3:1][O:2][C:3]1[CH:4]=[C:5]2[C:10](=[CH:11][CH:12]=1)[CH:9]([CH2:13][C:14]1[CH:19]=[CH:18][C:17]([O:20][CH2:21][C:22]3[CH:27]=[CH:26][CH:25]=[CH:24][CH:23]=3)=[CH:16][CH:15]=1)[NH:8][CH2:7][CH2:6]2.[C:28]1(=O)[CH2:33][CH2:32][CH2:31][CH2:30][CH2:29]1. No catalyst specified. The product is [CH:28]1([N:8]2[CH2:7][CH2:6][C:5]3[C:10](=[CH:11][CH:12]=[C:3]([O:2][CH3:1])[CH:4]=3)[CH:9]2[CH2:13][C:14]2[CH:19]=[CH:18][C:17]([O:20][CH2:21][C:22]3[CH:27]=[CH:26][CH:25]=[CH:24][CH:23]=3)=[CH:16][CH:15]=2)[CH2:33][CH2:32][CH2:31][CH2:30][CH2:29]1. The yield is 0.530. (2) The reactants are [CH:1]1([S:4]([C:7]2[CH:12]=[CH:11][C:10]([CH:13]([CH2:18][CH:19]3[CH2:24][CH2:23][O:22][CH2:21][CH2:20]3)[C:14](=[O:17])[CH:15]=[CH2:16])=[CH:9][CH:8]=2)(=[O:6])=[O:5])[CH2:3][CH2:2]1.C(O)C.O1CCCC1.[Si:33]([O:50][CH2:51][C:52]1[S:56][C:55]([CH:57]=[O:58])=[N:54][N:53]=1)([C:46]([CH3:49])([CH3:48])[CH3:47])([C:40]1[CH:45]=[CH:44][CH:43]=[CH:42][CH:41]=1)[C:34]1[CH:39]=[CH:38][CH:37]=[CH:36][CH:35]=1. The product is [Si:33]([O:50][CH2:51][C:52]1[S:56][C:55]([C:57](=[O:58])[CH2:16][CH2:15][C:14](=[O:17])[CH:13]([C:10]2[CH:9]=[CH:8][C:7]([S:4]([CH:1]3[CH2:3][CH2:2]3)(=[O:6])=[O:5])=[CH:12][CH:11]=2)[CH2:18][CH:19]2[CH2:24][CH2:23][O:22][CH2:21][CH2:20]2)=[N:54][N:53]=1)([C:46]([CH3:47])([CH3:48])[CH3:49])([C:34]1[CH:39]=[CH:38][CH:37]=[CH:36][CH:35]=1)[C:40]1[CH:45]=[CH:44][CH:43]=[CH:42][CH:41]=1. The yield is 0.570. The catalyst is [Cl-].C([N+]1C(C)=C(CCO)SC=1)C1C=CC=CC=1.C(OCC)(=O)C.C(N(CC)CC)C. (3) The reactants are [C:12]([O:11][C:9](O[C:9]([O:11][C:12]([CH3:15])([CH3:14])[CH3:13])=[O:10])=[O:10])([CH3:15])([CH3:14])[CH3:13].[F:16][C:17]1[CH:18]=[C:19]([N:23]2[C:27]3=[N:28][CH:29]=[CH:30][CH:31]=[C:26]3[CH:25]=[C:24]2[CH:32]([NH2:34])[CH3:33])[CH:20]=[CH:21][CH:22]=1.C(N(CC)CC)C. The catalyst is O1CCCC1. The product is [F:16][C:17]1[CH:18]=[C:19]([N:23]2[C:27]3=[N:28][CH:29]=[CH:30][CH:31]=[C:26]3[CH:25]=[C:24]2[CH:32]([NH:34][C:9](=[O:10])[O:11][C:12]([CH3:13])([CH3:14])[CH3:15])[CH3:33])[CH:20]=[CH:21][CH:22]=1. The yield is 0.480. (4) The product is [CH:28]([O:27][C:12]1[C:11]2[N:10]=[CH:9][CH:8]=[CH:7][C:6]=2[C:5]([C:3]([OH:4])=[O:2])=[C:14]2[CH2:15][N:16]([CH2:19][C:20]3[CH:25]=[CH:24][C:23]([F:26])=[CH:22][CH:21]=3)[C:17](=[O:18])[C:13]=12)([C:35]1[CH:36]=[CH:37][CH:38]=[CH:39][CH:40]=1)[C:29]1[CH:34]=[CH:33][CH:32]=[CH:31][CH:30]=1. The catalyst is O. The reactants are C[O:2][C:3]([C:5]1[C:6]2[CH:7]=[CH:8][CH:9]=[N:10][C:11]=2[C:12]([O:27][CH:28]([C:35]2[CH:40]=[CH:39][CH:38]=[CH:37][CH:36]=2)[C:29]2[CH:34]=[CH:33][CH:32]=[CH:31][CH:30]=2)=[C:13]2[C:17](=[O:18])[N:16]([CH2:19][C:20]3[CH:25]=[CH:24][C:23]([F:26])=[CH:22][CH:21]=3)[CH2:15][C:14]=12)=[O:4].C1COCC1.CO.[Li+].[OH-]. The yield is 0.870.